This data is from Reaction yield outcomes from USPTO patents with 853,638 reactions. The task is: Predict the reaction yield, written as a fraction of the theoretical maximum amount of product (1.0 means a 100% yield; for example, 0.34 means a 34% yield). (1) The reactants are [ClH:1].[Br:2][C:3]1[CH:13]=[C:12]([O:14][CH2:15][CH2:16][OH:17])[C:11]([O:18][CH3:19])=[CH:10][C:4]=1[CH2:5][NH:6]C(=O)C. The catalyst is C(O)C. The product is [ClH:1].[Br:2][C:3]1[CH:13]=[C:12]([O:14][CH2:15][CH2:16][OH:17])[C:11]([O:18][CH3:19])=[CH:10][C:4]=1[CH2:5][NH2:6]. The yield is 1.00. (2) The reactants are [S:1]1[CH:5]=[CH:4][C:3]([S:6](Cl)(=[O:8])=[O:7])=[CH:2]1.[NH2:10][C:11]1[O:15][N:14]=[C:13]([CH3:16])[C:12]=1[Br:17]. No catalyst specified. The product is [Br:17][C:12]1[C:13]([CH3:16])=[N:14][O:15][C:11]=1[NH:10][S:6]([C:3]1[CH:4]=[CH:5][S:1][CH:2]=1)(=[O:8])=[O:7]. The yield is 0.220. (3) The reactants are [O:1]=[C:2]1[C:10](=[C:11]2[C:19]3[C:14](=[CH:15][CH:16]=[CH:17][CH:18]=3)[CH:13]([CH2:20][CH2:21]OS(C)(=O)=O)[O:12]2)[C:9]2[C:4](=[CH:5][CH:6]=[CH:7][CH:8]=2)[NH:3]1.[NH:27]1[CH2:32][CH2:31][O:30][CH2:29][CH2:28]1. The catalyst is O1CCOCC1. The product is [N:27]1([CH2:21][CH2:20][CH:13]2[C:14]3[C:19](=[CH:18][CH:17]=[CH:16][CH:15]=3)[C:11](=[C:10]3[C:9]4[C:4](=[CH:5][CH:6]=[CH:7][CH:8]=4)[NH:3][C:2]3=[O:1])[O:12]2)[CH2:32][CH2:31][O:30][CH2:29][CH2:28]1. The yield is 0.760. (4) The reactants are [CH2:1]([NH:4][CH:5]1[CH2:14][C:13]2[C:8](=[CH:9][C:10]([O:15][S:16]([C:19]([F:22])([F:21])[F:20])(=[O:18])=[O:17])=[CH:11][CH:12]=2)[O:7][CH2:6]1)[CH2:2][CH3:3].[CH:23](=O)[C:24]1[CH:29]=[CH:28][CH:27]=[CH:26][CH:25]=1.C(O)(=O)C.C(O[BH-](OC(=O)C)OC(=O)C)(=O)C.[Na+].[OH-].[Na+]. The catalyst is ClCCl.O. The product is [CH2:23]([N:4]([CH2:1][CH2:2][CH3:3])[CH:5]1[CH2:14][C:13]2[C:8](=[CH:9][C:10]([O:15][S:16]([C:19]([F:22])([F:21])[F:20])(=[O:18])=[O:17])=[CH:11][CH:12]=2)[O:7][CH2:6]1)[C:24]1[CH:29]=[CH:28][CH:27]=[CH:26][CH:25]=1. The yield is 0.300. (5) The reactants are C([C@@:4]1([C:26]2[CH:31]=[CH:30][CH:29]=[CH:28][CH:27]=2)[O:9][C:8](=[O:10])[N:7]([C@H](C2C=CC(C3C=NC(N)=CC=3)=CC=2)C)[CH2:6][CH2:5]1)C=C. The catalyst is O1CCCC1. The product is [C:26]1([CH:4]2[O:9][C:8](=[O:10])[NH:7][CH2:6][CH2:5]2)[CH:27]=[CH:28][CH:29]=[CH:30][CH:31]=1. The yield is 0.410. (6) The reactants are [CH:1]([C:3]1[CH:4]=[C:5]([B:9]([OH:11])[OH:10])[CH:6]=[CH:7][CH:8]=1)=[O:2].[CH3:12][C:13]([OH:19])([C:15]([CH3:18])(O)[CH3:16])[CH3:14]. The catalyst is C1(C)C=CC=CC=1.O.C1(C)C=CC(S(O)(=O)=O)=CC=1. The product is [CH3:12][C:13]1([CH3:14])[C:15]([CH3:18])([CH3:16])[O:11][B:9]([C:5]2[CH:6]=[CH:7][CH:8]=[C:3]([CH:1]3[O:19][C:13]([CH3:14])([CH3:12])[C:15]([CH3:18])([CH3:16])[O:2]3)[CH:4]=2)[O:10]1. The yield is 0.770.